From a dataset of Forward reaction prediction with 1.9M reactions from USPTO patents (1976-2016). Predict the product of the given reaction. Given the reactants N(C(N1CCCCC1)=O)=NC(N1CCCCC1)=O.[F:19][C:20]1[CH:21]=[C:22]2[C:26](=[CH:27][CH:28]=1)[NH:25][C:24]([C:29]([O:31][CH2:32][CH3:33])=[O:30])=[CH:23]2.[N:34]1[CH:39]=[CH:38][C:37]([CH2:40]O)=[CH:36][CH:35]=1, predict the reaction product. The product is: [F:19][C:20]1[CH:21]=[C:22]2[C:26](=[CH:27][CH:28]=1)[N:25]([CH2:40][C:37]1[CH:38]=[CH:39][N:34]=[CH:35][CH:36]=1)[C:24]([C:29]([O:31][CH2:32][CH3:33])=[O:30])=[CH:23]2.